Dataset: Peptide-MHC class I binding affinity with 185,985 pairs from IEDB/IMGT. Task: Regression. Given a peptide amino acid sequence and an MHC pseudo amino acid sequence, predict their binding affinity value. This is MHC class I binding data. (1) The peptide sequence is FLMTATLED. The MHC is HLA-A02:01 with pseudo-sequence HLA-A02:01. The binding affinity (normalized) is 0.274. (2) The peptide sequence is RPNMSRHLF. The MHC is HLA-B35:01 with pseudo-sequence HLA-B35:01. The binding affinity (normalized) is 0.109. (3) The peptide sequence is RTSKTSLER. The MHC is HLA-B53:01 with pseudo-sequence HLA-B53:01. The binding affinity (normalized) is 0.